Dataset: Full USPTO retrosynthesis dataset with 1.9M reactions from patents (1976-2016). Task: Predict the reactants needed to synthesize the given product. (1) Given the product [F:1][C:2]1[CH:3]=[C:4]([CH:15]([CH3:19])[C:16]([NH:55][CH2:54][C:53]2[C:48]([N:45]3[CH2:46][CH2:47][CH:42]([CH3:41])[CH2:43][CH2:44]3)=[N:49][C:50]([C:56]([F:59])([F:57])[F:58])=[CH:51][CH:52]=2)=[O:18])[CH:5]=[CH:6][C:7]=1[CH2:8][N:9]([CH3:14])[S:10]([CH3:13])(=[O:11])=[O:12], predict the reactants needed to synthesize it. The reactants are: [F:1][C:2]1[CH:3]=[C:4]([CH:15]([CH3:19])[C:16]([OH:18])=O)[CH:5]=[CH:6][C:7]=1[CH2:8][N:9]([CH3:14])[S:10]([CH3:13])(=[O:12])=[O:11].CN(C)CCCN=C=NCC.ON1C2C=CC=CC=2N=N1.[CH3:41][CH:42]1[CH2:47][CH2:46][N:45]([C:48]2[C:53]([CH2:54][NH2:55])=[CH:52][CH:51]=[C:50]([C:56]([F:59])([F:58])[F:57])[N:49]=2)[CH2:44][CH2:43]1.C(N(CC)CC)C. (2) Given the product [CH2:1]([O:8][C:9]([N:11]1[CH2:15][CH:14]2[CH:16]([OH:20])[CH:17]([F:19])[CH2:18][CH:13]2[CH2:12]1)=[O:10])[C:2]1[CH:3]=[CH:4][CH:5]=[CH:6][CH:7]=1, predict the reactants needed to synthesize it. The reactants are: [CH2:1]([O:8][C:9]([N:11]1[CH2:15][CH:14]2[CH:16]([O:20]C(=O)C3C=CC=CC=3)[CH:17]([F:19])[CH2:18][CH:13]2[CH2:12]1)=[O:10])[C:2]1[CH:7]=[CH:6][CH:5]=[CH:4][CH:3]=1.C[O-].[Na+].[Cl-].[NH4+]. (3) Given the product [CH3:1][O:2][C:3]1[S:15][C:6]([C:7]([O:9][CH2:10][CH3:11])=[O:8])=[N:5][CH:4]=1, predict the reactants needed to synthesize it. The reactants are: [CH3:1][O:2][C:3](=O)[CH2:4][NH:5][C:6](=O)[C:7]([O:9][CH2:10][CH3:11])=[O:8].P12(SP3(SP(SP(S3)(S1)=S)(=S)S2)=S)=[S:15].C(Cl)Cl. (4) Given the product [F:38][C:2]([F:1])([F:37])[C:3]1[C:7]2[CH:8]=[CH:9][C:10]([O:15][CH2:16][CH2:17][CH2:18][O:19][C:20]3[CH:29]=[C:28]4[C:23]([CH2:24][CH2:25][C:26]([CH2:35][CH3:36])([C:30]([OH:32])=[O:31])[O:27]4)=[CH:22][CH:21]=3)=[C:11]([CH2:12][CH2:13][CH3:14])[C:6]=2[O:5][N:4]=1, predict the reactants needed to synthesize it. The reactants are: [F:1][C:2]([F:38])([F:37])[C:3]1[C:7]2[CH:8]=[CH:9][C:10]([O:15][CH2:16][CH2:17][CH2:18][O:19][C:20]3[CH:29]=[C:28]4[C:23]([CH2:24][CH2:25][C:26]([CH2:35][CH3:36])([C:30]([O:32]CC)=[O:31])[O:27]4)=[CH:22][CH:21]=3)=[C:11]([CH2:12][CH2:13][CH3:14])[C:6]=2[O:5][N:4]=1.[OH-].[Na+]. (5) Given the product [F:1][C:2]1[CH:3]=[C:4]([CH:8]=[CH:9][C:10]=1[O:11][CH3:12])[C:5]([NH:28][C:29]1[CH:30]=[C:31]([CH:35]([NH:37][C:38]2[C:47]3[C:42](=[C:43]([C:48]([NH2:50])=[O:49])[CH:44]=[CH:45][CH:46]=3)[N:41]=[CH:40][N:39]=2)[CH3:36])[CH:32]=[CH:33][CH:34]=1)=[O:7], predict the reactants needed to synthesize it. The reactants are: [F:1][C:2]1[CH:3]=[C:4]([CH:8]=[CH:9][C:10]=1[O:11][CH3:12])[C:5]([OH:7])=O.O=C1N(P(Cl)(N2CCOC2=O)=O)CCO1.[NH2:28][C:29]1[CH:30]=[C:31]([CH:35]([NH:37][C:38]2[C:47]3[C:42](=[C:43]([C:48]([NH2:50])=[O:49])[CH:44]=[CH:45][CH:46]=3)[N:41]=[CH:40][N:39]=2)[CH3:36])[CH:32]=[CH:33][CH:34]=1.C(N(C(C)C)C(C)C)C. (6) Given the product [CH2:34]([O:38][C:39]1[CH:40]=[CH:41][C:42]([C:43]([N:15]2[CH2:16][CH2:17][N:12]([C:11]3[C:6]4[CH:5]=[C:4]([CH2:2][CH3:3])[S:24][C:7]=4[N:8]=[C:9]([S:18][CH2:19][C:20]([O:22][CH3:23])=[O:21])[N:10]=3)[CH2:13][CH2:14]2)=[O:44])=[CH:46][CH:47]=1)[CH2:35][CH2:36][CH3:37], predict the reactants needed to synthesize it. The reactants are: Cl.[CH2:2]([C:4]1[S:24][C:7]2[N:8]=[C:9]([S:18][CH2:19][C:20]([O:22][CH3:23])=[O:21])[N:10]=[C:11]([N:12]3[CH2:17][CH2:16][NH:15][CH2:14][CH2:13]3)[C:6]=2[CH:5]=1)[CH3:3].C(N(C(C)C)CC)(C)C.[CH2:34]([O:38][C:39]1[CH:47]=[CH:46][C:42]([C:43](O)=[O:44])=[CH:41][CH:40]=1)[CH2:35][CH2:36][CH3:37].CN(C(ON1N=NC2C=CC=NC1=2)=[N+](C)C)C.F[P-](F)(F)(F)(F)F. (7) Given the product [CH3:1][C:2]([C:5]1[CH:9]=[C:8]([C:10]([NH:12][C:13]2[CH:14]=[C:15]([C:16]([NH:32][CH2:25][CH3:26])=[O:18])[CH:19]=[CH:20][C:21]=2[F:22])=[O:11])[N:7]([CH2:23][CH3:24])[N:6]=1)([CH3:4])[CH3:3], predict the reactants needed to synthesize it. The reactants are: [CH3:1][C:2]([C:5]1[CH:9]=[C:8]([C:10]([NH:12][C:13]2[CH:14]=[C:15]([CH:19]=[CH:20][C:21]=2[F:22])[C:16]([OH:18])=O)=[O:11])[N:7]([CH2:23][CH3:24])[N:6]=1)([CH3:4])[CH3:3].[C:25](Cl)(=O)[C:26](Cl)=O.C[N:32](C=O)C. (8) Given the product [Cl:25][C:22]1[S:21][C:20]([C:18]([NH:17][C:13]2[CH:12]=[CH:11][CH:10]=[C:9]3[C:14]=2[C:15](=[O:16])[N:7]([CH2:6][C:5]2[CH:27]=[CH:28][CH:29]=[C:3]([CH2:2][N:1]=[C:47]=[O:46])[CH:4]=2)[C:8]3=[O:26])=[O:19])=[CH:24][CH:23]=1, predict the reactants needed to synthesize it. The reactants are: [NH2:1][CH2:2][C:3]1[CH:4]=[C:5]([CH:27]=[CH:28][CH:29]=1)[CH2:6][N:7]1[C:15](=[O:16])[C:14]2[C:9](=[CH:10][CH:11]=[CH:12][C:13]=2[NH:17][C:18]([C:20]2[S:21][C:22]([Cl:25])=[CH:23][CH:24]=2)=[O:19])[C:8]1=[O:26].CN(C)C1C2C(=CC=CC=2N(C)C)C=CC=1.[O:46]=[C:47](Cl)OC(Cl)(Cl)Cl.CCOCC. (9) Given the product [F:1][C:2]1[CH:18]=[C:17]([C:19]([F:25])([F:24])[C:20]([F:21])([F:23])[F:22])[CH:16]=[CH:15][C:3]=1[C:4]([NH:6][C:7]1[CH:12]=[CH:11][NH:10][C:9](=[O:13])[CH:8]=1)=[O:5], predict the reactants needed to synthesize it. The reactants are: [F:1][C:2]1[CH:18]=[C:17]([C:19]([F:25])([F:24])[C:20]([F:23])([F:22])[F:21])[CH:16]=[CH:15][C:3]=1[C:4]([NH:6][C:7]1[CH:12]=[CH:11][N:10]=[C:9]([O:13]C)[CH:8]=1)=[O:5]. (10) Given the product [CH3:1][C:2]([CH3:30])([CH2:8][C:9]1[N:13]([CH2:32][C:33]2[CH:42]=[CH:41][C:40]3[C:35](=[CH:36][CH:37]=[CH:38][CH:39]=3)[CH:34]=2)[C:12]2[CH:14]=[CH:15][C:16]([O:18][CH2:19][C:20]3[CH:29]=[CH:28][C:27]4[C:22](=[CH:23][CH:24]=[CH:25][CH:26]=4)[N:21]=3)=[CH:17][C:11]=2[N:10]=1)[C:3]([OH:5])=[O:4], predict the reactants needed to synthesize it. The reactants are: [CH3:1][C:2]([CH3:30])([CH2:8][C:9]1[NH:13][C:12]2[CH:14]=[CH:15][C:16]([O:18][CH2:19][C:20]3[CH:29]=[CH:28][C:27]4[C:22](=[CH:23][CH:24]=[CH:25][CH:26]=4)[N:21]=3)=[CH:17][C:11]=2[N:10]=1)[C:3]([O:5]CC)=[O:4].Cl[CH2:32][C:33]1[CH:42]=[CH:41][C:40]2[C:35](=[CH:36][CH:37]=[CH:38][CH:39]=2)[CH:34]=1.C(=O)([O-])[O-].[K+].[K+].